This data is from Forward reaction prediction with 1.9M reactions from USPTO patents (1976-2016). The task is: Predict the product of the given reaction. (1) The product is: [CH3:21][O:22][C:23]1[CH:24]=[CH:25][C:26]([N:31]2[C:9](=[O:11])[C:7]3[C:6](=[CH:5][C:4]([C:16]([OH:18])=[O:17])=[C:3]([N:2]([CH3:1])[CH3:20])[CH:8]=3)[NH:13][C:14]2=[S:15])=[N:27][C:28]=1[O:29][CH3:30]. Given the reactants [CH3:1][N:2]([CH3:20])[C:3]1[CH:8]=[C:7]([C:9]([O:11]C)=O)[C:6]([N:13]=[C:14]=[S:15])=[CH:5][C:4]=1[C:16]([O:18]C)=[O:17].[CH3:21][O:22][C:23]1[CH:24]=[CH:25][C:26]([NH2:31])=[N:27][C:28]=1[O:29][CH3:30].[OH-].[Na+], predict the reaction product. (2) Given the reactants B1C2CCCC1CCC2.[CH3:10][O:11][CH2:12][CH:13]=[CH2:14].Br[C:16]1[CH:17]=[CH:18][C:19]([S:26][CH3:27])=[C:20]([CH:25]=1)[C:21]([O:23][CH3:24])=[O:22].P([O-])([O-])([O-])=O.[K+].[K+].[K+], predict the reaction product. The product is: [CH3:10][O:11][CH2:12][CH2:13][CH2:14][C:16]1[CH:17]=[CH:18][C:19]([S:26][CH3:27])=[C:20]([CH:25]=1)[C:21]([O:23][CH3:24])=[O:22]. (3) Given the reactants [Br:1][C:2]1[CH:3]=[C:4]([CH:19]=[CH:20][C:21]=1F)[C:5]([NH:7][C:8]1[CH:13]=[CH:12][C:11]([O:14][C:15]([F:18])([F:17])[F:16])=[CH:10][CH:9]=1)=[O:6].[NH:23]1[CH2:27][CH2:26][C@H:25]([OH:28])[CH2:24]1, predict the reaction product. The product is: [Br:1][C:2]1[CH:3]=[C:4]([CH:19]=[CH:20][C:21]=1[N:23]1[CH2:27][CH2:26][C@H:25]([OH:28])[CH2:24]1)[C:5]([NH:7][C:8]1[CH:13]=[CH:12][C:11]([O:14][C:15]([F:18])([F:17])[F:16])=[CH:10][CH:9]=1)=[O:6]. (4) Given the reactants Cl[C:2]1[C:11]2[C:6](=[CH:7][C:8]([O:14][CH3:15])=[C:9]([O:12][CH3:13])[CH:10]=2)[N:5]=[CH:4][N:3]=1.[Br:16][C:17]1[CH:18]=[N:19][C:20]([N:23]2[CH2:28][CH2:27][NH:26][CH2:25][CH2:24]2)=[N:21][CH:22]=1.C(N(CC)CC)C, predict the reaction product. The product is: [Br:16][C:17]1[CH:18]=[N:19][C:20]([N:23]2[CH2:24][CH2:25][N:26]([C:2]3[C:11]4[C:6](=[CH:7][C:8]([O:14][CH3:15])=[C:9]([O:12][CH3:13])[CH:10]=4)[N:5]=[CH:4][N:3]=3)[CH2:27][CH2:28]2)=[N:21][CH:22]=1. (5) Given the reactants [CH3:1][C:2]1[CH:3]=[CH:4][C:5]([C:8]([O:10][CH3:11])=[O:9])=[N:6][CH:7]=1.ClC1C=C(C(OO)=[O:20])C=CC=1, predict the reaction product. The product is: [CH3:11][O:10][C:8]([C:5]1[CH:4]=[CH:3][C:2]([CH3:1])=[CH:7][N+:6]=1[O-:20])=[O:9]. (6) Given the reactants [Cl:1][C:2]1[C:22]([O:23][CH3:24])=[CH:21][CH:20]=[CH:19][C:3]=1[O:4][C:5]1[CH2:9][N:8]([C@@H:10]([CH2:14][CH:15]([CH3:17])[CH3:16])[C:11]([OH:13])=O)[C:7](=[O:18])[CH:6]=1.CN(C)CCCN=C=NCC.ON1C2C=CC=CC=2N=N1.[NH2:46][C:47]1[CH:51]=[CH:50][N:49]([CH2:52][C:53]([CH3:56])([OH:55])[CH3:54])[N:48]=1, predict the reaction product. The product is: [OH:55][C:53]([CH3:56])([CH3:54])[CH2:52][N:49]1[CH:50]=[CH:51][C:47]([NH:46][C:11](=[O:13])[C@@H:10]([N:8]2[CH2:9][C:5]([O:4][C:3]3[CH:19]=[CH:20][CH:21]=[C:22]([O:23][CH3:24])[C:2]=3[Cl:1])=[CH:6][C:7]2=[O:18])[CH2:14][CH:15]([CH3:17])[CH3:16])=[N:48]1.